This data is from Reaction yield outcomes from USPTO patents with 853,638 reactions. The task is: Predict the reaction yield, written as a fraction of the theoretical maximum amount of product (1.0 means a 100% yield; for example, 0.34 means a 34% yield). (1) The reactants are CC(C)([O-])C.[K+].[C:7]([C:9]1[C:10]([CH2:25][C:26]2[CH:35]=[CH:34][C:33]3[C:28](=[CH:29][CH:30]=[CH:31][CH:32]=3)[CH:27]=2)=[C:11]([C:20]([O:22][CH2:23][CH3:24])=[O:21])[S:12][C:13]=1[N:14]1[CH2:19][CH2:18][O:17][CH2:16][CH2:15]1)#[N:8].Br[CH2:37][N:38]1[C:42](=[O:43])[C:41]2=[CH:44][CH:45]=[CH:46][CH:47]=[C:40]2[C:39]1=[O:48].C(O)(=O)C. The catalyst is CN(C)C=O.O. The product is [C:7]([C:9]1[C:10]([CH:25]([C:26]2[CH:35]=[CH:34][C:33]3[C:28](=[CH:29][CH:30]=[CH:31][CH:32]=3)[CH:27]=2)[CH2:37][N:38]2[C:42](=[O:43])[C:41]3[C:40](=[CH:47][CH:46]=[CH:45][CH:44]=3)[C:39]2=[O:48])=[C:11]([C:20]([O:22][CH2:23][CH3:24])=[O:21])[S:12][C:13]=1[N:14]1[CH2:19][CH2:18][O:17][CH2:16][CH2:15]1)#[N:8]. The yield is 0.453. (2) The reactants are [CH3:1][O:2][C:3]([NH2:5])=N.Cl.C[O:8][C:9](=O)[CH2:10][C:11]#[N:12].[CH3:14][O-].[Na+]. The catalyst is CO. The product is [CH3:1][O:2][CH:3]1[CH2:14][C:11](=[NH:12])[CH2:10][C:9](=[O:8])[NH:5]1. The yield is 0.760. (3) The reactants are [Cl:1][C:2]1[CH:7]=[C:6]([Cl:8])[CH:5]=[CH:4][C:3]=1[C:9]1[N:10]=[C:11](/[CH:22]=[CH:23]/[C:24]2[CH:29]=[CH:28][C:27]([C:30]3[CH:35]=[CH:34][CH:33]=[C:32]([C:36]([F:39])([F:38])[F:37])[CH:31]=3)=[CH:26][CH:25]=2)[N:12]([CH2:14][C:15]2[CH:20]=[CH:19][C:18]([NH2:21])=[CH:17][CH:16]=2)[CH:13]=1.[C:40](N1C=CN=C1)(N1C=CN=C1)=[O:41].[CH3:52][O:53][C:54](=[O:57])[CH2:55][NH2:56]. The catalyst is CN(C)C1C=CN=CC=1.ClCCCl. The product is [CH3:52][O:53][C:54](=[O:57])[CH2:55][NH:56][C:40]([NH:21][C:18]1[CH:17]=[CH:16][C:15]([CH2:14][N:12]2[CH:13]=[C:9]([C:3]3[CH:4]=[CH:5][C:6]([Cl:8])=[CH:7][C:2]=3[Cl:1])[N:10]=[C:11]2/[CH:22]=[CH:23]/[C:24]2[CH:29]=[CH:28][C:27]([C:30]3[CH:35]=[CH:34][CH:33]=[C:32]([C:36]([F:38])([F:39])[F:37])[CH:31]=3)=[CH:26][CH:25]=2)=[CH:20][CH:19]=1)=[O:41]. The yield is 0.410. (4) The reactants are [CH3:1][O:2][C:3]([C:5]1[C:13]2[C:8](=[N:9][CH:10]=[C:11]([Br:14])[CH:12]=2)[N:7]([S:15]([C:18]2[CH:23]=[CH:22][CH:21]=[CH:20][CH:19]=2)(=[O:17])=[O:16])[C:6]=1[CH3:24])=[O:4].C1C(=O)N([Br:32])C(=O)C1.CC(N=NC(C#N)(C)C)(C#N)C. The catalyst is ClCCCl.CCCCC. The product is [CH3:1][O:2][C:3]([C:5]1[C:13]2[C:8](=[N:9][CH:10]=[C:11]([Br:14])[CH:12]=2)[N:7]([S:15]([C:18]2[CH:23]=[CH:22][CH:21]=[CH:20][CH:19]=2)(=[O:17])=[O:16])[C:6]=1[CH2:24][Br:32])=[O:4]. The yield is 0.900. (5) The reactants are [N+]([C:4]1[CH:11]=[CH:10][CH:9]=[C:8]([N+:12]([O-:14])=[O:13])[C:5]=1[C:6]#[N:7])([O-])=O.[CH3:15][O:16][C:17]1[CH:24]=[CH:23][C:20]([CH2:21][OH:22])=[CH:19][CH:18]=1. No catalyst specified. The product is [N+:12]([C:8]1[CH:9]=[CH:10][CH:11]=[C:4]([O:22][CH2:21][C:20]2[CH:23]=[CH:24][C:17]([O:16][CH3:15])=[CH:18][CH:19]=2)[C:5]=1[C:6]#[N:7])([O-:14])=[O:13]. The yield is 0.810. (6) The reactants are [F:1][C:2]([F:27])([C:18]1[CH:23]=[CH:22][CH:21]=[C:20]([N+:24]([O-])=O)[CH:19]=1)[CH2:3][O:4][C:5]1[CH:6]=[C:7]([CH:15]=[CH:16][CH:17]=1)[CH2:8][C:9]1([CH3:14])[O:13][CH2:12][CH2:11][O:10]1. The catalyst is CO.[Pd]. The product is [F:27][C:2]([C:18]1[CH:19]=[C:20]([NH2:24])[CH:21]=[CH:22][CH:23]=1)([F:1])[CH2:3][O:4][C:5]1[CH:17]=[CH:16][CH:15]=[C:7]([CH2:8][C:9]2([CH3:14])[O:10][CH2:11][CH2:12][O:13]2)[CH:6]=1. The yield is 0.920. (7) The reactants are [C:1]([C:5]1[CH:10]=[CH:9][C:8]([C:11]2[N:15]([CH3:16])[N:14]=[C:13]([C:17](=O)[CH3:18])[C:12]=2[OH:20])=[CH:7][CH:6]=1)([CH3:4])([CH3:3])[CH3:2].[NH:21]([C:23]([C:25]1[CH:30]=[CH:29][C:28]([S:31]([NH:34][CH3:35])(=[O:33])=[O:32])=[CH:27][CH:26]=1)=[O:24])[NH2:22]. The catalyst is C(O)(C)C. The product is [C:1]([C:5]1[CH:10]=[CH:9][C:8]([C:11]2[N:15]([CH3:16])[N:14]=[C:13]([C:17](=[N:22][NH:21][C:23]([C:25]3[CH:26]=[CH:27][C:28]([S:31]([NH:34][CH3:35])(=[O:32])=[O:33])=[CH:29][CH:30]=3)=[O:24])[CH3:18])[C:12]=2[OH:20])=[CH:7][CH:6]=1)([CH3:4])([CH3:3])[CH3:2]. The yield is 0.280. (8) The reactants are C([O:3][C:4](=O)[CH2:5][N:6]1[CH:10]=[C:9]([C:11]2[CH:32]=[CH:31][C:14]3[C:15]4[N:16]=[C:17]([C:23]5[N:24]([CH:28]([CH3:30])[CH3:29])[N:25]=[CH:26][N:27]=5)[S:18][C:19]=4[CH2:20][CH2:21][O:22][C:13]=3[CH:12]=2)[CH:8]=[N:7]1)C.[H-].[H-].[H-].[H-].[Li+].[Al+3]. The catalyst is C1COCC1. The product is [CH:28]([N:24]1[C:23]([C:17]2[S:18][C:19]3[CH2:20][CH2:21][O:22][C:13]4[CH:12]=[C:11]([C:9]5[CH:8]=[N:7][N:6]([CH2:5][CH2:4][OH:3])[CH:10]=5)[CH:32]=[CH:31][C:14]=4[C:15]=3[N:16]=2)=[N:27][CH:26]=[N:25]1)([CH3:30])[CH3:29]. The yield is 0.430. (9) The reactants are [C:1]([O:5][C:6]([NH:8][C:9]1([C:13]2[CH:18]=[CH:17][C:16]([C:19]3[N:20]=[C:21]4[C:26]([O:27][CH3:28])=[CH:25][C:24]([C:29]([O:31]C)=O)=[N:23][N:22]4[C:33]=3[C:34]3[CH:39]=[CH:38][CH:37]=[CH:36][CH:35]=3)=[CH:15][CH:14]=2)[CH2:12][CH2:11][CH2:10]1)=[O:7])([CH3:4])([CH3:3])[CH3:2].[NH3:40]. The catalyst is CO.C1COCC1. The product is [C:29]([C:24]1[CH:25]=[C:26]([O:27][CH3:28])[C:21]2[N:22]([C:33]([C:34]3[CH:35]=[CH:36][CH:37]=[CH:38][CH:39]=3)=[C:19]([C:16]3[CH:17]=[CH:18][C:13]([C:9]4([NH:8][C:6](=[O:7])[O:5][C:1]([CH3:4])([CH3:3])[CH3:2])[CH2:12][CH2:11][CH2:10]4)=[CH:14][CH:15]=3)[N:20]=2)[N:23]=1)(=[O:31])[NH2:40]. The yield is 0.630.